From a dataset of Forward reaction prediction with 1.9M reactions from USPTO patents (1976-2016). Predict the product of the given reaction. (1) Given the reactants O.CC(C)[O-].CC(C)[O-].CC(C)[O-].CC(C)[O-].[Zr+4:18].C(CC(=O)C)(=O)C.[CH3:26][CH:27]([O:31][C:32]([CH3:34])=[O:33])[CH2:28][O:29][CH3:30], predict the reaction product. The product is: [CH3:26][CH:27]([O:31][C:32]([CH3:34])=[O:33])[CH2:28][O:29][CH3:30].[Zr:18]. (2) Given the reactants N1CCCCC1.[CH3:7][O:8][C:9]1[CH:10]=[C:11]([CH:14]=[CH:15][C:16]=1[O:17][CH2:18][CH2:19][C:20]#[C:21][CH2:22][CH2:23][CH2:24][CH3:25])[CH:12]=O.C([CH2:29][C:30]([NH:32][C:33]1[CH:41]=[CH:40][CH:39]=[CH:38][C:34]=1[C:35]([OH:37])=[O:36])=[O:31])(O)=O.CC(O)=O, predict the reaction product. The product is: [CH3:7][O:8][C:9]1[CH:10]=[C:11](/[CH:12]=[CH:29]/[C:30]([NH:32][C:33]2[CH:41]=[CH:40][CH:39]=[CH:38][C:34]=2[C:35]([OH:37])=[O:36])=[O:31])[CH:14]=[CH:15][C:16]=1[O:17][CH2:18][CH2:19][C:20]#[C:21][CH2:22][CH2:23][CH2:24][CH3:25]. (3) Given the reactants [CH3:1][C:2]([CH2:19][CH2:20][CH:21]=[C:22]([CH3:24])[CH3:23])=[CH:3][CH2:4][O:5][C:6](=[O:18])[CH:7]=[CH:8][C:9]1[C:14]([OH:15])=[CH:13][C:12]([OH:16])=[CH:11][C:10]=1[OH:17].S(Cl)(Cl)=O.CC(=CCC/C(=[CH:37]/[CH2:38][OH:39])/C)C, predict the reaction product. The product is: [CH3:1][C:2]([CH2:19][CH2:20][CH:21]=[C:22]([CH3:24])[CH3:23])=[CH:3][CH2:4][O:5][C:6](=[O:18])[CH:7]=[CH:8][C:9]1[C:10]([O:17][C:4](=[O:5])[CH3:3])=[CH:11][C:12]([O:16][C:14](=[O:15])[CH3:13])=[CH:13][C:14]=1[O:15][C:38](=[O:39])[CH3:37]. (4) The product is: [Cl:1][C:2]1[CH:3]=[CH:4][C:5]([O:12][CH2:24][CH2:25][Cl:26])=[C:6]([CH:11]=1)[C:7]([O:9][CH3:10])=[O:8]. Given the reactants [Cl:1][C:2]1[CH:3]=[CH:4][C:5]([OH:12])=[C:6]([CH:11]=1)[C:7]([O:9][CH3:10])=[O:8].CC1C=CC(S(O[CH2:24][CH2:25][Cl:26])(=O)=O)=CC=1.C([O-])([O-])=O.[Cs+].[Cs+].O, predict the reaction product. (5) Given the reactants [CH3:1][O:2][C:3]1[CH:8]=[CH:7][C:6]([C@@H:9]2[C@@H:14]([O:15][CH2:16][C:17]3[CH:18]=[CH:19][C:20]4[O:25][CH2:24][CH2:23][N:22]([CH2:26][CH2:27][CH2:28][O:29][CH3:30])[C:21]=4[CH:31]=3)[CH2:13][N:12]([S:32]([C:35]3[CH:40]=[CH:39][C:38]([CH3:41])=[CH:37][CH:36]=3)(=[O:34])=[O:33])[C@H:11]([CH2:42][C:43]([CH3:46])([OH:45])[CH3:44])[CH2:10]2)=[CH:5][CH:4]=1.[CH3:47][N:48]([CH3:52])[C:49](Cl)=[O:50].[H-].[K+], predict the reaction product. The product is: [CH3:1][O:2][C:3]1[CH:8]=[CH:7][C:6]([C@@H:9]2[C@@H:14]([O:15][CH2:16][C:17]3[CH:18]=[CH:19][C:20]4[O:25][CH2:24][CH2:23][N:22]([CH2:26][CH2:27][CH2:28][O:29][CH3:30])[C:21]=4[CH:31]=3)[CH2:13][N:12]([S:32]([C:35]3[CH:40]=[CH:39][C:38]([CH3:41])=[CH:37][CH:36]=3)(=[O:34])=[O:33])[C@H:11]([CH2:42][C:43]([O:45][C:49](=[O:50])[N:48]([CH3:52])[CH3:47])([CH3:46])[CH3:44])[CH2:10]2)=[CH:5][CH:4]=1. (6) Given the reactants B(F)(F)F.[N:5]1[O:6][CH2:7][CH:8]2[CH2:12][N:11]([C:13]([O:15][CH2:16][C:17]3[CH:22]=[CH:21][CH:20]=[CH:19][CH:18]=3)=[O:14])[CH2:10][C:9]=12.[C:23]1([Mg]Br)[CH:28]=[CH:27][CH:26]=[CH:25][CH:24]=1, predict the reaction product. The product is: [C:23]1([C:9]23[CH2:10][N:11]([C:13]([O:15][CH2:16][C:17]4[CH:22]=[CH:21][CH:20]=[CH:19][CH:18]=4)=[O:14])[CH2:12][CH:8]2[CH2:7][O:6][NH:5]3)[CH:28]=[CH:27][CH:26]=[CH:25][CH:24]=1.